The task is: Predict the reactants needed to synthesize the given product.. This data is from Full USPTO retrosynthesis dataset with 1.9M reactions from patents (1976-2016). (1) Given the product [N:35]1[CH:36]=[CH:37][CH:38]=[CH:39][C:34]=1[NH:33][C:30]([C:16]1[C:17]2[N:18]=[CH:19][C:20]([N:23]([CH2:25][CH2:26][N:27]([CH3:28])[CH3:29])[CH3:24])=[N:21][C:22]=2[C:13]([C:3]2[C:2]([Cl:1])=[C:7]([O:8][CH3:9])[CH:6]=[C:5]([O:10][CH3:11])[C:4]=2[Cl:12])=[CH:14][CH:15]=1)=[O:31], predict the reactants needed to synthesize it. The reactants are: [Cl:1][C:2]1[C:7]([O:8][CH3:9])=[CH:6][C:5]([O:10][CH3:11])=[C:4]([Cl:12])[C:3]=1[C:13]1[C:22]2[N:21]=[C:20]([N:23]([CH2:25][CH2:26][N:27]([CH3:29])[CH3:28])[CH3:24])[CH:19]=[N:18][C:17]=2[C:16]([C:30](O)=[O:31])=[CH:15][CH:14]=1.[NH2:33][C:34]1[CH:39]=[CH:38][CH:37]=[CH:36][N:35]=1. (2) Given the product [NH2:33][C:12]1[CH:11]=[C:10]([CH:15]=[C:14]([O:16][CH3:17])[N:13]=1)[C:9]([NH:8][CH2:1][C:2]1[CH:7]=[CH:6][CH:5]=[CH:4][CH:3]=1)=[O:19], predict the reactants needed to synthesize it. The reactants are: [CH2:1]([NH:8][C:9](=[O:19])[C:10]1[CH:15]=[C:14]([O:16][CH3:17])[N:13]=[C:12](Cl)[CH:11]=1)[C:2]1[CH:7]=[CH:6][CH:5]=[CH:4][CH:3]=1.C(=[NH:33])(C1C=CC=CC=1)C1C=CC=CC=1.CC(C)([O-])C.[Na+]. (3) Given the product [ClH:42].[Br:1][C:2]1[C:3]([N:20]2[CH2:27][CH:26]3[CH:22]([NH:23][CH2:24][CH2:25]3)[CH2:21]2)=[C:4]2[C:10]([NH:11][C:12](=[O:19])[C:13]3[CH:18]=[CH:17][CH:16]=[N:15][CH:14]=3)=[CH:9][NH:8][C:5]2=[N:6][CH:7]=1, predict the reactants needed to synthesize it. The reactants are: [Br:1][C:2]1[C:3]([N:20]2[CH2:27][CH:26]3[CH:22]([N:23](C(OC(C)(C)C)=O)[CH2:24][CH2:25]3)[CH2:21]2)=[C:4]2[C:10]([NH:11][C:12](=[O:19])[C:13]3[CH:18]=[CH:17][CH:16]=[N:15][CH:14]=3)=[CH:9][NH:8][C:5]2=[N:6][CH:7]=1.C(O)(C(F)(F)F)=O.[ClH:42]. (4) Given the product [Br:27][C:12]1[S:13][CH:14]=[CH:15][C:11]=1[C:8]1[CH:9]=[CH:10][C:5]([CH2:4][CH:3]([CH2:1][CH3:2])[CH2:16][CH2:17][CH2:18][CH3:19])=[CH:6][CH:7]=1, predict the reactants needed to synthesize it. The reactants are: [CH2:1]([CH:3]([CH2:16][CH2:17][CH2:18][CH3:19])[CH2:4][C:5]1[CH:10]=[CH:9][C:8]([C:11]2[CH:15]=[CH:14][S:13][CH:12]=2)=[CH:7][CH:6]=1)[CH3:2].C1C(=O)N([Br:27])C(=O)C1.O. (5) Given the product [ClH:12].[Cl:12][CH2:8][C:7]1[N:3]([CH2:1][CH3:2])[CH:4]=[N:5][CH:6]=1, predict the reactants needed to synthesize it. The reactants are: [CH2:1]([N:3]1[C:7]([CH2:8]O)=[CH:6][N:5]=[CH:4]1)[CH3:2].S(Cl)([Cl:12])=O. (6) Given the product [C:14]([O:18][C:19](=[O:34])[C@H:20]([CH2:27][C:28]1[CH:29]=[CH:30][CH:31]=[CH:32][CH:33]=1)[NH:21][C:22](=[O:26])[C@H:23]([CH3:25])[NH:24][C:10](=[O:12])[CH2:9][C:4]1[CH:5]=[C:6]([F:8])[CH:7]=[C:2]([F:1])[CH:3]=1)([CH3:15])([CH3:16])[CH3:17], predict the reactants needed to synthesize it. The reactants are: [F:1][C:2]1[CH:3]=[C:4]([CH2:9][C:10]([OH:12])=O)[CH:5]=[C:6]([F:8])[CH:7]=1.Cl.[C:14]([O:18][C:19](=[O:34])[C@H:20]([CH2:27][C:28]1[CH:33]=[CH:32][CH:31]=[CH:30][CH:29]=1)[NH:21][C:22](=[O:26])[C@H:23]([CH3:25])[NH2:24])([CH3:17])([CH3:16])[CH3:15].C(N[C@H](C(O)=O)C)(OC(C)(C)C)=O.Cl.C(OC(=O)[C@H](CC1C=CC=CC=1)N)(C)(C)C. (7) Given the product [OH:22][CH:23]1[CH2:24][CH:25]2[CH2:26][CH2:27][CH:28]1[C:34](=[O:35])[NH:33]2, predict the reactants needed to synthesize it. The reactants are: ClC1C=CC(CC2CC3N(CC(N)C)C(CC3)C2)=CC=1.C[O:22][C:23]1[CH:24]=[C:25]([N:33]=[C:34]=[O:35])[CH:26]=[C:27](OC)[C:28]=1OC. (8) Given the product [CH3:17][CH:18]([N:20]1[C:24]2[N:25]=[C:9]([C:10]3[CH:15]=[CH:14][N:13]=[CH:12][CH:11]=3)[CH:8]=[C:2]([C:3]([O:5][CH2:6][CH3:7])=[O:4])[C:23]=2[CH:22]=[N:21]1)[CH3:19], predict the reactants needed to synthesize it. The reactants are: O=[C:2]([CH2:8][C:9](=O)[C:10]1[CH:15]=[CH:14][N:13]=[CH:12][CH:11]=1)[C:3]([O:5][CH2:6][CH3:7])=[O:4].[CH3:17][CH:18]([N:20]1[C:24]([NH2:25])=[CH:23][CH:22]=[N:21]1)[CH3:19].